From a dataset of hERG potassium channel inhibition data for cardiac toxicity prediction from Karim et al.. Regression/Classification. Given a drug SMILES string, predict its toxicity properties. Task type varies by dataset: regression for continuous values (e.g., LD50, hERG inhibition percentage) or binary classification for toxic/non-toxic outcomes (e.g., AMES mutagenicity, cardiotoxicity, hepatotoxicity). Dataset: herg_karim. (1) The drug is O=C(Nc1cccc(Cl)c1)N1CCN(C[C@@H]2CCCN(C3CC3)C2)CC1. The result is 0 (non-blocker). (2) The compound is Cc1nc2ccccc2n1C1C[C@H]2CC[C@H](C1)N2CCC1(c2cccc(F)c2)CCN(C(=O)c2cc(S(N)(=O)=O)c(F)cc2Cl)CC1. The result is 0 (non-blocker). (3) The molecule is CC1(C(=O)Nc2ccc(F)nc2)CCCN1c1nc(Nc2cc(C3CC3)n[nH]2)c2cccn2n1. The result is 0 (non-blocker). (4) The drug is O=C1COc2ccc(CNC34CCC(CC5Cn6c(=O)ccc7ncc(F)c5c76)(CC3)OC4)nc2N1. The result is 0 (non-blocker). (5) The drug is COCCCN1CCC(NC(=O)c2cc(Cl)c(N)c3c2OCC3)CC1. The result is 1 (blocker). (6) The molecule is CC(=O)Nc1cc(Nc2cc(NC3CC3)n3ncc(C#N)c3n2)c(F)cc1C. The result is 0 (non-blocker). (7) The molecule is Cc1cccc(N2CNC(=O)C23CCN(C[C@H](C)NC(=O)c2ccc(Br)cc2)CC3)c1. The result is 0 (non-blocker). (8) The molecule is CN(C)C/C=C/C(=O)N1CCOc2cc3ncnc(Nc4ccc(F)c(Cl)c4)c3cc21. The result is 0 (non-blocker). (9) The drug is O=C1COc2ccc(CNC34CCC(CCc5c(F)cnc6ccc(OCC(CO)CO)nc56)(CC3)OC4)nc2N1. The result is 0 (non-blocker). (10) The drug is Cc1nc2ccc(F)cc2c(=O)n1-c1ccc(OC2CCN(C3CCC3)CC2)cc1. The result is 0 (non-blocker).